Task: Regression. Given a peptide amino acid sequence and an MHC pseudo amino acid sequence, predict their binding affinity value. This is MHC class I binding data.. Dataset: Peptide-MHC class I binding affinity with 185,985 pairs from IEDB/IMGT (1) The peptide sequence is LTAPCDIYV. The MHC is HLA-A02:19 with pseudo-sequence HLA-A02:19. The binding affinity (normalized) is 0.0847. (2) The peptide sequence is EGAGIDDPV. The MHC is HLA-A68:02 with pseudo-sequence HLA-A68:02. The binding affinity (normalized) is 1.00.